Dataset: Catalyst prediction with 721,799 reactions and 888 catalyst types from USPTO. Task: Predict which catalyst facilitates the given reaction. (1) Reactant: [F:1][CH:2]([F:19])[C:3]1[CH:8]=[CH:7][C:6]([C@@H:9]([NH:11][S@@](C(C)(C)C)=O)[CH3:10])=[C:5]([F:18])[CH:4]=1.Cl.C(OCC)C. Product: [F:19][CH:2]([F:1])[C:3]1[CH:8]=[CH:7][C:6]([C@@H:9]([NH2:11])[CH3:10])=[C:5]([F:18])[CH:4]=1. The catalyst class is: 12. (2) Reactant: [Cl:1][C:2]1[CH:3]=[C:4]([CH:19]=[CH:20][CH:21]=1)[CH2:5][NH:6][C:7]1[O:8][C:9]2[CH:15]=[CH:14][CH:13]=[C:12]([N+:16]([O-])=O)[C:10]=2[N:11]=1.S(S([O-])=O)([O-])=O.[Na+].[Na+]. Product: [Cl:1][C:2]1[CH:3]=[C:4]([CH:19]=[CH:20][CH:21]=1)[CH2:5][NH:6][C:7]1[O:8][C:9]2[C:10](=[C:12]([NH2:16])[CH:13]=[CH:14][CH:15]=2)[N:11]=1. The catalyst class is: 20. (3) Reactant: [NH2:1][NH2:2].[Cl:3][C:4]1[CH:9]=[CH:8][C:7]([C@H:10]2[CH2:15][CH2:14][NH:13][C:12](=O)[NH:11]2)=[CH:6][CH:5]=1.[O:17]=[C:18]1[C:26]2[C:21](=[CH:22][CH:23]=[CH:24][CH:25]=2)[C:20](=[O:27])[N:19]1[CH2:28][C:29](=O)[C:30]([O:32]CC)=O. Product: [Cl:3][C:4]1[CH:9]=[CH:8][C:7]([C@H:10]2[CH2:15][CH2:14][N:13]3[C:12]([NH:1][N:2]=[C:29]([CH2:28][N:19]4[C:18](=[O:17])[C:26]5[C:21](=[CH:22][CH:23]=[CH:24][CH:25]=5)[C:20]4=[O:27])[C:30]3=[O:32])=[N:11]2)=[CH:6][CH:5]=1. The catalyst class is: 14.